Dataset: Peptide-MHC class II binding affinity with 134,281 pairs from IEDB. Task: Regression. Given a peptide amino acid sequence and an MHC pseudo amino acid sequence, predict their binding affinity value. This is MHC class II binding data. (1) The peptide sequence is IPVFLQEALNIALVA. The MHC is DRB3_0101 with pseudo-sequence DRB3_0101. The binding affinity (normalized) is 0.488. (2) The peptide sequence is APEDKYEAFVLHFSE. The MHC is DRB1_1001 with pseudo-sequence DRB1_1001. The binding affinity (normalized) is 0.615. (3) The peptide sequence is INEPGAAAIAYGLDR. The MHC is HLA-DQA10401-DQB10402 with pseudo-sequence HLA-DQA10401-DQB10402. The binding affinity (normalized) is 0.578. (4) The peptide sequence is GSMAKKGDEQKLRSA. The MHC is HLA-DQA10501-DQB10201 with pseudo-sequence HLA-DQA10501-DQB10201. The binding affinity (normalized) is 0. (5) The peptide sequence is SSIIFGAFPSLHSGCC. The MHC is DRB1_0405 with pseudo-sequence DRB1_0405. The binding affinity (normalized) is 0.548. (6) The peptide sequence is FSSFFSGSCLNNDKE. The MHC is DRB1_0101 with pseudo-sequence DRB1_0101. The binding affinity (normalized) is 0.103.